This data is from Full USPTO retrosynthesis dataset with 1.9M reactions from patents (1976-2016). The task is: Predict the reactants needed to synthesize the given product. (1) The reactants are: [NH2:1][C:2]1[CH:7]=[N:6][CH:5]=[CH:4][N:3]=1.[CH2:8](OC(OCC)CBr)[CH3:9].Br.[OH-].[Na+]. Given the product [N:1]1[CH:8]=[CH:9][N:3]2[CH:4]=[CH:5][N:6]=[CH:7][C:2]=12, predict the reactants needed to synthesize it. (2) Given the product [CH:1]1([C:7]2[N:12]([OH:13])[C:11](=[S:17])[CH:10]=[C:9]([CH3:15])[CH:8]=2)[CH2:6][CH2:5][CH2:4][CH2:3][CH2:2]1, predict the reactants needed to synthesize it. The reactants are: [CH:1]1([C:7]2[N:12]([OH:13])[C:11](=O)[CH:10]=[C:9]([CH3:15])[CH:8]=2)[CH2:6][CH2:5][CH2:4][CH2:3][CH2:2]1.P12(SP3(SP(SP(S3)(S1)=S)(=S)S2)=S)=[S:17]. (3) Given the product [CH3:1][C:2]1[N:6]([CH2:24][C:25]2[CH:26]=[CH:27][C:28]([O:29][Si:30]([CH:31]([CH3:33])[CH3:32])([CH:37]([CH3:39])[CH3:38])[CH:34]([CH3:36])[CH3:35])=[CH:40][CH:41]=2)[N:5]=[C:4]([C:7]2[O:11][N:10]=[C:9]([C:12]3[CH:13]=[CH:14][C:15]([O:18][C:19]([F:20])([F:22])[F:21])=[CH:16][CH:17]=3)[N:8]=2)[CH:3]=1, predict the reactants needed to synthesize it. The reactants are: [CH3:1][C:2]1[NH:6][N:5]=[C:4]([C:7]2[O:11][N:10]=[C:9]([C:12]3[CH:17]=[CH:16][C:15]([O:18][C:19]([F:22])([F:21])[F:20])=[CH:14][CH:13]=3)[N:8]=2)[CH:3]=1.Br[CH2:24][C:25]1[CH:41]=[CH:40][C:28]([O:29][Si:30]([CH:37]([CH3:39])[CH3:38])([CH:34]([CH3:36])[CH3:35])[CH:31]([CH3:33])[CH3:32])=[CH:27][CH:26]=1.CC(C)([O-])C.[K+]. (4) Given the product [CH3:21][O:20][C:17]1[CH:18]=[CH:19][C:14]([CH2:13][O:12][C:7]2[CH:8]=[CH:9][CH:10]=[C:11]3[C:6]=2[N:5]=[CH:4][CH:3]=[C:2]3[N:22]2[CH2:27][CH2:26][NH:25][CH2:24][CH2:23]2)=[CH:15][CH:16]=1, predict the reactants needed to synthesize it. The reactants are: Cl[C:2]1[C:11]2[C:6](=[C:7]([O:12][CH2:13][C:14]3[CH:19]=[CH:18][C:17]([O:20][CH3:21])=[CH:16][CH:15]=3)[CH:8]=[CH:9][CH:10]=2)[N:5]=[CH:4][CH:3]=1.[NH:22]1[CH2:27][CH2:26][NH:25][CH2:24][CH2:23]1.